This data is from Retrosynthesis with 50K atom-mapped reactions and 10 reaction types from USPTO. The task is: Predict the reactants needed to synthesize the given product. (1) Given the product CCOC(=O)CC1OB(O)c2cc(Oc3cccc(CN4CCN(C(=O)OC(C)(C)C)CC4)c3)ccc21, predict the reactants needed to synthesize it. The reactants are: CC(C)(C)OC(=O)N1CCNCC1.CCOC(=O)CC1OB(O)c2cc(Oc3cccc(C=O)c3)ccc21. (2) Given the product CC(C)(C)OC(=O)n1ccc2c(CO)cccc21, predict the reactants needed to synthesize it. The reactants are: COC(=O)c1cccc2c1ccn2C(=O)OC(C)(C)C.